From a dataset of Forward reaction prediction with 1.9M reactions from USPTO patents (1976-2016). Predict the product of the given reaction. Given the reactants [CH2:1]([N:3]([CH2:17][CH3:18])[CH2:4][CH2:5][CH2:6][CH2:7][C:8]1[CH:13]=[CH:12][C:11]([N+:14]([O-])=O)=[CH:10][CH:9]=1)[CH3:2], predict the reaction product. The product is: [CH2:17]([N:3]([CH2:1][CH3:2])[CH2:4][CH2:5][CH2:6][CH2:7][C:8]1[CH:13]=[CH:12][C:11]([NH2:14])=[CH:10][CH:9]=1)[CH3:18].